From a dataset of Peptide-MHC class I binding affinity with 185,985 pairs from IEDB/IMGT. Regression. Given a peptide amino acid sequence and an MHC pseudo amino acid sequence, predict their binding affinity value. This is MHC class I binding data. The peptide sequence is LRISSSFSF. The MHC is HLA-A26:01 with pseudo-sequence HLA-A26:01. The binding affinity (normalized) is 0.